From a dataset of Forward reaction prediction with 1.9M reactions from USPTO patents (1976-2016). Predict the product of the given reaction. (1) Given the reactants [C:1]([NH:4][C@H:5]([C:14]([OH:16])=[O:15])[CH2:6][C:7]1[CH:12]=[CH:11][C:10]([OH:13])=[CH:9][CH:8]=1)(=[O:3])[CH3:2].CS(O[CH2:22][CH2:23][C:24]1[CH:29]=[CH:28][C:27]([CH2:30][CH3:31])=[CH:26][N:25]=1)(=O)=O, predict the reaction product. The product is: [C:1]([NH:4][CH:5]([CH2:6][C:7]1[CH:12]=[CH:11][C:10]([O:13][CH2:22][CH2:23][C:24]2[CH:29]=[CH:28][C:27]([CH2:30][CH3:31])=[CH:26][N:25]=2)=[CH:9][CH:8]=1)[C:14]([OH:16])=[O:15])(=[O:3])[CH3:2]. (2) Given the reactants [OH:1][NH:2][C:3]([C:5]1([S:15]([C:18]2[CH:23]=[CH:22][C:21]([O:24][C:25]3[CH:30]=[CH:29][C:28]([O:31][C:32]([F:35])([F:34])[F:33])=[CH:27][CH:26]=3)=[CH:20][CH:19]=2)(=[O:17])=[O:16])[CH2:10][CH2:9][N:8]([CH2:11][CH2:12][O:13][CH3:14])[CH2:7][CH2:6]1)=[O:4].[C:36]([OH:45])(=[O:44])[CH:37]([CH:39]([C:41]([OH:43])=[O:42])[OH:40])[OH:38], predict the reaction product. The product is: [OH:40][C@H:39]([C@@H:37]([OH:38])[C:36]([OH:45])=[O:44])[C:41]([OH:43])=[O:42].[OH:1][NH:2][C:3]([C:5]1([S:15]([C:18]2[CH:23]=[CH:22][C:21]([O:24][C:25]3[CH:26]=[CH:27][C:28]([O:31][C:32]([F:35])([F:33])[F:34])=[CH:29][CH:30]=3)=[CH:20][CH:19]=2)(=[O:17])=[O:16])[CH2:6][CH2:7][N:8]([CH2:11][CH2:12][O:13][CH3:14])[CH2:9][CH2:10]1)=[O:4]. (3) Given the reactants [Br:1][C:2]1[S:6][C:5]([CH:7]=O)=[CH:4][CH:3]=1.[NH:9]1[CH2:14][CH2:13][CH2:12][CH2:11][CH2:10]1.C([Sn](Cl)(Cl)CCCC)CCC.C1([SiH3])C=CC=CC=1, predict the reaction product. The product is: [Br:1][C:2]1[S:6][C:5]([CH2:7][N:9]2[CH2:14][CH2:13][CH2:12][CH2:11][CH2:10]2)=[CH:4][CH:3]=1.